Dataset: Catalyst prediction with 721,799 reactions and 888 catalyst types from USPTO. Task: Predict which catalyst facilitates the given reaction. (1) Reactant: [CH3:1][O:2][C:3]1[C:8]([NH2:9])=[CH:7][CH:6]=[C:5]([O:10][CH2:11][CH2:12][N:13]2[CH2:17][CH2:16][CH2:15][CH2:14]2)[N:4]=1.[F:18][CH2:19][CH2:20][CH2:21][C:22]1[CH:27]=[CH:26][C:25]([S:28](Cl)(=[O:30])=[O:29])=[CH:24][CH:23]=1. Product: [F:18][CH2:19][CH2:20][CH2:21][C:22]1[CH:27]=[CH:26][C:25]([S:28]([NH:9][C:8]2[C:3]([O:2][CH3:1])=[N:4][C:5]([O:10][CH2:11][CH2:12][N:13]3[CH2:17][CH2:16][CH2:15][CH2:14]3)=[CH:6][CH:7]=2)(=[O:30])=[O:29])=[CH:24][CH:23]=1. The catalyst class is: 17. (2) Reactant: [CH2:1]([N:3]1[CH:7]=[C:6]([NH:8][C:9]([C:11]2[CH:12]=[C:13]([C@@H:17]3[CH2:19][C@H:18]3[NH:20]C(=O)OC(C)(C)C)[CH:14]=[CH:15][CH:16]=2)=[O:10])[CH:5]=[N:4]1)[CH3:2].[ClH:28].C(OCC)(=O)C. Product: [ClH:28].[ClH:28].[NH2:20][C@@H:18]1[CH2:19][C@H:17]1[C:13]1[CH:12]=[C:11]([CH:16]=[CH:15][CH:14]=1)[C:9]([NH:8][C:6]1[CH:5]=[N:4][N:3]([CH2:1][CH3:2])[CH:7]=1)=[O:10]. The catalyst class is: 92. (3) Reactant: [OH-].[Na+].[CH3:3][C:4]1([C:17]([O:19]CC)=[O:18])[CH2:9][CH2:8][N:7]([C:10]([O:12][C:13]([CH3:16])([CH3:15])[CH3:14])=[O:11])[CH2:6][CH2:5]1. Product: [C:13]([O:12][C:10]([N:7]1[CH2:8][CH2:9][C:4]([CH3:3])([C:17]([OH:19])=[O:18])[CH2:5][CH2:6]1)=[O:11])([CH3:16])([CH3:14])[CH3:15]. The catalyst class is: 83. (4) Reactant: [O:1]=[C:2]1[NH:10][C:5]2=[N:6][CH:7]=[CH:8][CH:9]=[C:4]2[C@:3]21[CH2:42][C:13]1[CH:14]=[C:15]3[C:20](=[CH:21][C:12]=1[CH2:11]2)[N:19]=[CH:18][C:17]([CH2:22][NH:23][C@H:24]([C:36]1[CH:41]=[CH:40][CH:39]=[CH:38][CH:37]=1)[CH2:25][CH2:26][NH:27][C:28]1([C:33]([O-:35])=O)[CH2:32][CH2:31][CH2:30][CH2:29]1)=[CH:16]3.[K+].C1C=NC2N(O)N=NC=2C=1.CCN=C=NCCCN(C)C. Product: [O:35]=[C:33]1[C:28]2([CH2:29][CH2:30][CH2:31][CH2:32]2)[NH:27][CH2:26][CH2:25][C@@H:24]([C:36]2[CH:37]=[CH:38][CH:39]=[CH:40][CH:41]=2)[N:23]1[CH2:22][C:17]1[CH:18]=[N:19][C:20]2[C:15]([CH:16]=1)=[CH:14][C:13]1[CH2:42][C@:3]3([CH2:11][C:12]=1[CH:21]=2)[C:4]1[C:5](=[N:6][CH:7]=[CH:8][CH:9]=1)[NH:10][C:2]3=[O:1]. The catalyst class is: 3. (5) Reactant: C(OC(=O)[NH:7][C:8]([CH3:19])([C:13]1[N:17]=[C:16]([CH3:18])[O:15][N:14]=1)[CH2:9][CH:10]1[CH2:12][CH2:11]1)(C)(C)C.[ClH:21]. Product: [ClH:21].[CH:10]1([CH2:9][C:8]([NH2:7])([CH3:19])[C:13]2[N:17]=[C:16]([CH3:18])[O:15][N:14]=2)[CH2:12][CH2:11]1. The catalyst class is: 5.